From a dataset of Reaction yield outcomes from USPTO patents with 853,638 reactions. Predict the reaction yield, written as a fraction of the theoretical maximum amount of product (1.0 means a 100% yield; for example, 0.34 means a 34% yield). (1) The product is [CH:19]1[C:13]2[N:12]3[C:8]([C@@H:4]4[CH2:5][CH2:6][CH2:7][N:2]([C:53]([CH:51]5[CH2:52][C:49]([F:56])([F:48])[CH2:50]5)=[O:54])[CH2:3]4)=[CH:9][N:10]=[C:11]3[CH:16]=[N:15][C:14]=2[NH:17][CH:18]=1. The reactants are Br.[NH:2]1[CH2:7][CH2:6][CH2:5][C@@H:4]([C:8]2[N:12]3[C:13]4[CH:19]=[CH:18][NH:17][C:14]=4[N:15]=[CH:16][C:11]3=[N:10][CH:9]=2)[CH2:3]1.Br.N1CCC[C@H](C2N3C4C=CNC=4N=CC3=NC=2)C1.CCN(C(C)C)C(C)C.[F:48][C:49]1([F:56])[CH2:52][CH:51]([C:53](O)=[O:54])[CH2:50]1.CCN=C=NCCCN(C)C.Cl. The yield is 0.300. The catalyst is CN(C=O)C. (2) The reactants are [ClH:1].FC1C=C(NC(NC(=O)CC2C=CC=CC=2)=S)C=CC=1OC1C=CN=C2C=C(C(NC[C@H]3CCNC3)=O)SC=12.[F:41][C:42]1[CH:76]=[C:75]([NH:77][C:78]([NH:80][C:81](=[O:89])[CH2:82][C:83]2[CH:88]=[CH:87][CH:86]=[CH:85][CH:84]=2)=[S:79])[CH:74]=[CH:73][C:43]=1[O:44][C:45]1[CH:50]=[CH:49][N:48]=[C:47]2[CH:51]=[C:52]([C:54]3[CH:59]=[CH:58][C:57]([N:60]4[CH2:65][CH2:64][N:63](C(OC(C)(C)C)=O)[CH2:62][CH2:61]4)=[CH:56][CH:55]=3)[S:53][C:46]=12. No catalyst specified. The product is [ClH:1].[ClH:1].[F:41][C:42]1[CH:76]=[C:75]([NH:77][C:78]([NH:80][C:81](=[O:89])[CH2:82][C:83]2[CH:84]=[CH:85][CH:86]=[CH:87][CH:88]=2)=[S:79])[CH:74]=[CH:73][C:43]=1[O:44][C:45]1[CH:50]=[CH:49][N:48]=[C:47]2[CH:51]=[C:52]([C:54]3[CH:55]=[CH:56][C:57]([N:60]4[CH2:65][CH2:64][NH:63][CH2:62][CH2:61]4)=[CH:58][CH:59]=3)[S:53][C:46]=12. The yield is 0.210.